From a dataset of NCI-60 drug combinations with 297,098 pairs across 59 cell lines. Regression. Given two drug SMILES strings and cell line genomic features, predict the synergy score measuring deviation from expected non-interaction effect. (1) Drug 1: CS(=O)(=O)CCNCC1=CC=C(O1)C2=CC3=C(C=C2)N=CN=C3NC4=CC(=C(C=C4)OCC5=CC(=CC=C5)F)Cl. Drug 2: C1CN(CCN1C(=O)CCBr)C(=O)CCBr. Cell line: HS 578T. Synergy scores: CSS=8.72, Synergy_ZIP=-4.37, Synergy_Bliss=-0.486, Synergy_Loewe=1.33, Synergy_HSA=1.62. (2) Synergy scores: CSS=22.2, Synergy_ZIP=-12.8, Synergy_Bliss=-7.49, Synergy_Loewe=-3.44, Synergy_HSA=-1.94. Drug 2: C1CCC(C(C1)N)N.C(=O)(C(=O)[O-])[O-].[Pt+4]. Cell line: BT-549. Drug 1: CCC1(CC2CC(C3=C(CCN(C2)C1)C4=CC=CC=C4N3)(C5=C(C=C6C(=C5)C78CCN9C7C(C=CC9)(C(C(C8N6C)(C(=O)OC)O)OC(=O)C)CC)OC)C(=O)OC)O.OS(=O)(=O)O. (3) Drug 1: C(CC(=O)O)C(=O)CN.Cl. Drug 2: CCC1(C2=C(COC1=O)C(=O)N3CC4=CC5=C(C=CC(=C5CN(C)C)O)N=C4C3=C2)O.Cl. Cell line: MDA-MB-435. Synergy scores: CSS=11.9, Synergy_ZIP=-1.18, Synergy_Bliss=3.01, Synergy_Loewe=-18.4, Synergy_HSA=-3.04. (4) Drug 1: CS(=O)(=O)C1=CC(=C(C=C1)C(=O)NC2=CC(=C(C=C2)Cl)C3=CC=CC=N3)Cl. Drug 2: CN1CCC(CC1)COC2=C(C=C3C(=C2)N=CN=C3NC4=C(C=C(C=C4)Br)F)OC. Cell line: 786-0. Synergy scores: CSS=15.7, Synergy_ZIP=0.658, Synergy_Bliss=3.29, Synergy_Loewe=3.12, Synergy_HSA=4.70. (5) Drug 1: C(CC(=O)O)C(=O)CN.Cl. Drug 2: C1=NNC2=C1C(=O)NC=N2. Cell line: ACHN. Synergy scores: CSS=-2.34, Synergy_ZIP=0.908, Synergy_Bliss=1.24, Synergy_Loewe=-3.23, Synergy_HSA=-2.42. (6) Drug 1: C1=CC(=CC=C1CC(C(=O)O)N)N(CCCl)CCCl.Cl. Drug 2: COC1=NC(=NC2=C1N=CN2C3C(C(C(O3)CO)O)O)N. Cell line: MDA-MB-435. Synergy scores: CSS=-8.21, Synergy_ZIP=5.37, Synergy_Bliss=3.59, Synergy_Loewe=-7.58, Synergy_HSA=-6.28. (7) Drug 1: CS(=O)(=O)C1=CC(=C(C=C1)C(=O)NC2=CC(=C(C=C2)Cl)C3=CC=CC=N3)Cl. Drug 2: CC12CCC(CC1=CCC3C2CCC4(C3CC=C4C5=CN=CC=C5)C)O. Cell line: IGROV1. Synergy scores: CSS=4.57, Synergy_ZIP=-1.07, Synergy_Bliss=2.48, Synergy_Loewe=0.737, Synergy_HSA=2.36. (8) Drug 1: CCC(=C(C1=CC=CC=C1)C2=CC=C(C=C2)OCCN(C)C)C3=CC=CC=C3.C(C(=O)O)C(CC(=O)O)(C(=O)O)O. Drug 2: B(C(CC(C)C)NC(=O)C(CC1=CC=CC=C1)NC(=O)C2=NC=CN=C2)(O)O. Cell line: RPMI-8226. Synergy scores: CSS=72.8, Synergy_ZIP=11.8, Synergy_Bliss=10.4, Synergy_Loewe=-23.4, Synergy_HSA=9.52. (9) Drug 1: C1CN(CCN1C(=O)CCBr)C(=O)CCBr. Drug 2: CC(C)CN1C=NC2=C1C3=CC=CC=C3N=C2N. Cell line: IGROV1. Synergy scores: CSS=11.0, Synergy_ZIP=-4.16, Synergy_Bliss=-0.286, Synergy_Loewe=-1.03, Synergy_HSA=-1.12. (10) Drug 1: C1C(C(OC1N2C=NC3=C(N=C(N=C32)Cl)N)CO)O. Drug 2: C1=CN(C=N1)CC(O)(P(=O)(O)O)P(=O)(O)O. Cell line: MCF7. Synergy scores: CSS=2.53, Synergy_ZIP=-1.81, Synergy_Bliss=-1.16, Synergy_Loewe=-3.08, Synergy_HSA=-1.41.